Dataset: Catalyst prediction with 721,799 reactions and 888 catalyst types from USPTO. Task: Predict which catalyst facilitates the given reaction. Reactant: [C:1]([C:4]1[CH:9]=[CH:8][C:7]([S:10](Cl)(=[O:12])=[O:11])=[CH:6][CH:5]=1)(=[O:3])[CH3:2].[NH2:14][C:15]1[S:16][CH:17]=[CH:18][N:19]=1. Product: [C:1]([C:4]1[CH:9]=[CH:8][C:7]([S:10]([NH:14][C:15]2[S:16][CH:17]=[CH:18][N:19]=2)(=[O:12])=[O:11])=[CH:6][CH:5]=1)(=[O:3])[CH3:2]. The catalyst class is: 272.